This data is from Forward reaction prediction with 1.9M reactions from USPTO patents (1976-2016). The task is: Predict the product of the given reaction. (1) Given the reactants [Br:1][C:2]1[CH:7]=[CH:6][C:5]([CH2:8][C:9]([O:11][CH3:12])=[O:10])=[CH:4][CH:3]=1.[Br:13]N1C(=O)CCC1=O.C(OOC(=O)C1C=CC=CC=1)(=O)C1C=CC=CC=1, predict the reaction product. The product is: [Br:13][CH:8]([C:5]1[CH:4]=[CH:3][C:2]([Br:1])=[CH:7][CH:6]=1)[C:9]([O:11][CH3:12])=[O:10]. (2) The product is: [CH3:1][C:2]1([CH3:30])[C:14]2[CH:13]=[C:12]([N:15]([C:32]3[C:44]4[C:43]5[C:38](=[CH:39][CH:40]=[CH:41][CH:42]=5)[C:37]([C:51]5[CH:52]=[CH:53][CH:54]=[CH:55][CH:56]=5)([C:45]5[CH:46]=[CH:47][CH:48]=[CH:49][CH:50]=5)[C:36]=4[CH:35]=[CH:34][CH:33]=3)[C:16]3[CH:17]=[CH:18][C:19]4[CH:20]=[CH:21][C:22]5[C:27]([C:28]=4[CH:29]=3)=[CH:26][CH:25]=[CH:24][CH:23]=5)[CH:11]=[CH:10][C:9]=2[C:8]2[C:3]1=[CH:4][CH:5]=[CH:6][CH:7]=2. Given the reactants [CH3:1][C:2]1([CH3:30])[C:14]2[CH:13]=[C:12]([NH:15][C:16]3[CH:17]=[CH:18][C:19]4[CH:20]=[CH:21][C:22]5[C:27]([C:28]=4[CH:29]=3)=[CH:26][CH:25]=[CH:24][CH:23]=5)[CH:11]=[CH:10][C:9]=2[C:8]2[C:3]1=[CH:4][CH:5]=[CH:6][CH:7]=2.Br[C:32]1[C:44]2[C:43]3[C:38](=[CH:39][CH:40]=[CH:41][CH:42]=3)[C:37]([C:51]3[CH:56]=[CH:55][CH:54]=[CH:53][CH:52]=3)([C:45]3[CH:50]=[CH:49][CH:48]=[CH:47][CH:46]=3)[C:36]=2[CH:35]=[CH:34][CH:33]=1.C(P(C(C)(C)C)C(C)(C)C)(C)(C)C.CC(C)([O-])C.[Na+], predict the reaction product. (3) Given the reactants [Mg].II.Cl[C:5]1[CH:12]=[CH:11][CH:10]=[CH:9][C:6]=1[CH2:7][Cl:8].[Cl:13][C:14]1[CH:21]=[CH:20][C:17]([C:18]#N)=[CH:16][CH:15]=1.Cl.[O:23]1CCCC1.C(OCC)C, predict the reaction product. The product is: [Cl:8][CH:7]([C:20]1[CH:21]=[C:14]([Cl:13])[CH:15]=[CH:16][C:17]=1[CH:18]=[O:23])[C:6]1[CH:9]=[CH:10][CH:11]=[CH:12][CH:5]=1. (4) Given the reactants [Cl:1][C:2]1[CH:10]=[CH:9][CH:8]=[CH:7][C:3]=1/[CH:4]=[N:5]/[NH2:6].C(=O)([O-])[O-].[K+].[K+].Cl[C:18]1[CH:23]=[C:22]([Cl:24])[CH:21]=[C:20]([CH3:25])[N:19]=1.O, predict the reaction product. The product is: [Cl:1][C:2]1[CH:10]=[CH:9][CH:8]=[CH:7][C:3]=1/[CH:4]=[N:5]/[NH:6][C:18]1[CH:23]=[C:22]([Cl:24])[CH:21]=[C:20]([CH3:25])[N:19]=1. (5) Given the reactants [NH2:1][C:2]1[CH:7]=[C:6]([CH3:8])[CH:5]=[CH:4][C:3]=1[OH:9].[Br:10][C:11]1[CH:16]=[CH:15][C:14]([N:17]=[C:18]=S)=[CH:13][CH:12]=1.C(N(CC)CC)C, predict the reaction product. The product is: [Br:10][C:11]1[CH:16]=[CH:15][C:14]([NH:17][C:18]2[O:9][C:3]3[CH:4]=[CH:5][C:6]([CH3:8])=[CH:7][C:2]=3[N:1]=2)=[CH:13][CH:12]=1. (6) Given the reactants [C:1]([C:5]1[CH:6]=[C:7]([NH2:20])[N:8]([C:10]2[CH:11]=[C:12]3[C:17](=[CH:18][CH:19]=2)[N:16]=[CH:15][CH:14]=[CH:13]3)[N:9]=1)([CH3:4])([CH3:3])[CH3:2].N1C=CC=CC=1.Cl[C:28]([O:30][CH2:31][C:32]([Cl:35])([Cl:34])[Cl:33])=[O:29].O, predict the reaction product. The product is: [C:1]([C:5]1[CH:6]=[C:7]([NH:20][C:28](=[O:29])[O:30][CH2:31][C:32]([Cl:35])([Cl:34])[Cl:33])[N:8]([C:10]2[CH:11]=[C:12]3[C:17](=[CH:18][CH:19]=2)[N:16]=[CH:15][CH:14]=[CH:13]3)[N:9]=1)([CH3:4])([CH3:2])[CH3:3]. (7) Given the reactants [Cl:1][C:2]1[CH:3]=[C:4]2[C:10]3([CH2:14][CH2:13][NH:12][CH2:11]3)[CH2:9][N:8]([C:15]([NH:17][C:18]3[S:19][C:20]([Cl:23])=[CH:21][N:22]=3)=[O:16])[C:5]2=[CH:6][CH:7]=1.C([NH:31][C@H:32]([C:34](O)=[O:35])[CH3:33])(OC(C)(C)C)=O, predict the reaction product. The product is: [NH2:31][CH:32]([CH3:33])[C:34]([N:12]1[CH2:13][CH2:14][C:10]2([C:4]3[C:5](=[CH:6][CH:7]=[C:2]([Cl:1])[CH:3]=3)[N:8]([C:15]([NH:17][C:18]3[S:19][C:20]([Cl:23])=[CH:21][N:22]=3)=[O:16])[CH2:9]2)[CH2:11]1)=[O:35]. (8) Given the reactants [Si:1]([O:8][CH2:9][CH2:10][NH:11][C:12](=[O:18])[O:13][C:14]([CH3:17])([CH3:16])[CH3:15])([C:4]([CH3:7])([CH3:6])[CH3:5])([CH3:3])[CH3:2].[CH2:19](Br)[C:20]#[CH:21].[H-].[Na+], predict the reaction product. The product is: [Si:1]([O:8][CH2:9][CH2:10][N:11]([CH2:21][C:20]#[CH:19])[C:12](=[O:18])[O:13][C:14]([CH3:17])([CH3:16])[CH3:15])([C:4]([CH3:7])([CH3:6])[CH3:5])([CH3:3])[CH3:2]. (9) Given the reactants C([N:3]([CH2:6][CH3:7])[CH2:4][CH3:5])C.O1CCCC1.[C:13]1([S:19](Cl)(=[O:21])=[O:20])[CH:18]=[CH:17][CH:16]=[CH:15][CH:14]=1.Cl.[C:24]([O:27][CH2:28][CH3:29])(=[O:26])[CH3:25], predict the reaction product. The product is: [C:13]1([S:19]([N:3]2[CH2:4][CH2:5][CH:25]([C:24]([O:27][CH2:28][CH3:29])=[O:26])[CH2:7][CH2:6]2)(=[O:21])=[O:20])[CH:18]=[CH:17][CH:16]=[CH:15][CH:14]=1.